Dataset: Reaction yield outcomes from USPTO patents with 853,638 reactions. Task: Predict the reaction yield, written as a fraction of the theoretical maximum amount of product (1.0 means a 100% yield; for example, 0.34 means a 34% yield). (1) The reactants are [F:1][C:2]1([F:41])[O:6][C:5]2[CH:7]=[CH:8][C:9]([C:11]3([C:14]([NH:16][C:17]4[CH:18]=[C:19]5[C:23](=[CH:24][C:25]=4[F:26])[N:22]([CH2:27][C@@H:28]4[CH2:32][O:31]C(C)(C)[O:29]4)[C:21]([C:35]([CH3:40])([CH2:37][CH2:38][OH:39])[CH3:36])=[CH:20]5)=[O:15])[CH2:13][CH2:12]3)=[CH:10][C:4]=2[O:3]1.FC1(F)OC2C=CC(C3(C(NC4C=C5C(=CC=4F)NC(C(C)(CCO)C)=C5)=O)CC3)=CC=2O1.CC1C=CC(S(O)(=O)=O)=CC=1.O. The catalyst is CO.O. The product is [F:41][C:2]1([F:1])[O:6][C:5]2[CH:7]=[CH:8][C:9]([C:11]3([C:14]([NH:16][C:17]4[CH:18]=[C:19]5[C:23](=[CH:24][C:25]=4[F:26])[N:22]([CH2:27][C@@H:28]([OH:29])[CH2:32][OH:31])[C:21]([C:35]([CH3:36])([CH2:37][CH2:38][OH:39])[CH3:40])=[CH:20]5)=[O:15])[CH2:12][CH2:13]3)=[CH:10][C:4]=2[O:3]1. The yield is 0.310. (2) The reactants are [CH2:1]([N:3]([CH2:29][CH3:30])[CH2:4][CH2:5][N:6]1[CH2:11][CH2:10][C:9]2[NH:12][C:13]([CH:16]=[C:17]3[C:25]4[C:20](=[CH:21][CH:22]=[C:23]([F:26])[CH:24]=4)[NH:19][C:18]3=[O:27])=[C:14]([CH3:15])[C:8]=2[C:7]1=[O:28])[CH3:2].[OH:31][CH:32]([CH2:36][C:37]([OH:39])=[O:38])[C:33]([OH:35])=[O:34]. The catalyst is CO. The product is [C:33]([OH:35])(=[O:34])[CH:32]([CH2:36][C:37]([OH:39])=[O:38])[OH:31].[CH2:29]([N:3]([CH2:1][CH3:2])[CH2:4][CH2:5][N:6]1[CH2:11][CH2:10][C:9]2[NH:12][C:13]([CH:16]=[C:17]3[C:25]4[C:20](=[CH:21][CH:22]=[C:23]([F:26])[CH:24]=4)[NH:19][C:18]3=[O:27])=[C:14]([CH3:15])[C:8]=2[C:7]1=[O:28])[CH3:30]. The yield is 0.950. (3) The reactants are [CH:1]([N:14]1[CH2:19][CH2:18][N:17]([C:20]2[CH:25]=[CH:24][C:23]([NH2:26])=[CH:22][C:21]=2[F:27])[CH2:16][CH2:15]1)([C:8]1[CH:13]=[CH:12][CH:11]=[CH:10][CH:9]=1)[C:2]1[CH:7]=[CH:6][CH:5]=[CH:4][CH:3]=1.[CH3:28][N:29]1[CH:33]=[CH:32][CH:31]=[C:30]1[C:34](O)=[O:35]. No catalyst specified. The product is [CH:1]([N:14]1[CH2:19][CH2:18][N:17]([C:20]2[CH:25]=[CH:24][C:23]([NH:26][C:34]([C:30]3[N:29]([CH3:28])[CH:33]=[CH:32][CH:31]=3)=[O:35])=[CH:22][C:21]=2[F:27])[CH2:16][CH2:15]1)([C:2]1[CH:7]=[CH:6][CH:5]=[CH:4][CH:3]=1)[C:8]1[CH:9]=[CH:10][CH:11]=[CH:12][CH:13]=1. The yield is 0.698. (4) The reactants are [CH2:1]([O:3][CH2:4][C:5](=O)[CH:6]([C:9]1[CH:14]=[CH:13][C:12](C)=[CH:11][CH:10]=1)[C:7]#[N:8])C.O.[NH2:18][NH2:19].[C:20]([OH:23])(=O)C. The catalyst is C(O)C. The product is [CH3:1][O:3][CH2:4][C:5]1[C:6]([C:9]2[CH:10]=[CH:11][C:12]([O:23][CH3:20])=[CH:13][CH:14]=2)=[C:7]([NH2:8])[NH:19][N:18]=1. The yield is 0.900. (5) The yield is 0.630. The catalyst is C1COCC1. The product is [Cl:30][CH2:2][C:3]1[CH:4]=[CH:5][C:6]([NH:9][C:10](=[O:16])[O:11][C:12]([CH3:15])([CH3:14])[CH3:13])=[N:7][CH:8]=1. The reactants are O[CH2:2][C:3]1[CH:4]=[CH:5][C:6]([NH:9][C:10](=[O:16])[O:11][C:12]([CH3:15])([CH3:14])[CH3:13])=[N:7][CH:8]=1.C(N(C(C)C)CC)(C)C.CS([Cl:30])(=O)=O. (6) The reactants are [F:1][C:2]1[CH:7]=[C:6]([F:8])[CH:5]=[CH:4][C:3]=1[C:9]1[N:10]=[C:11]2[CH2:28][CH2:27][CH2:26][N:12]2[C:13]=1[C:14]1[CH:15]=[CH:16][C:17]2[N:18]([C:20]([C:23](=[O:25])[CH3:24])=[N:21][N:22]=2)[N:19]=1.[CH2:29]1COCC1.C[Mg]Cl.[Cl-].[NH4+]. The catalyst is O.C(Cl)Cl.C(Cl)Cl.CO. The product is [F:1][C:2]1[CH:7]=[C:6]([F:8])[CH:5]=[CH:4][C:3]=1[C:9]1[N:10]=[C:11]2[CH2:28][CH2:27][CH2:26][N:12]2[C:13]=1[C:14]1[CH:15]=[CH:16][C:17]2[N:18]([C:20]([C:23]([OH:25])([CH3:29])[CH3:24])=[N:21][N:22]=2)[N:19]=1. The yield is 0.910. (7) The reactants are O.[OH-].[Li+].C[O:5][C:6](=[O:34])[CH2:7][C:8]1[C:17]([CH3:18])=[C:16]([C:19]2[CH:24]=[CH:23][C:22]([S:25]([N:28]3[CH2:32][CH2:31][CH2:30][CH2:29]3)(=[O:27])=[O:26])=[CH:21][CH:20]=2)[C:15]2[C:10](=[CH:11][CH:12]=[C:13]([F:33])[CH:14]=2)[CH:9]=1.C1COCC1.O. The catalyst is CCCCCC. The product is [F:33][C:13]1[CH:14]=[C:15]2[C:10](=[CH:11][CH:12]=1)[CH:9]=[C:8]([CH2:7][C:6]([OH:34])=[O:5])[C:17]([CH3:18])=[C:16]2[C:19]1[CH:20]=[CH:21][C:22]([S:25]([N:28]2[CH2:32][CH2:31][CH2:30][CH2:29]2)(=[O:26])=[O:27])=[CH:23][CH:24]=1. The yield is 0.880.